From a dataset of CYP3A4 inhibition data for predicting drug metabolism from PubChem BioAssay. Regression/Classification. Given a drug SMILES string, predict its absorption, distribution, metabolism, or excretion properties. Task type varies by dataset: regression for continuous measurements (e.g., permeability, clearance, half-life) or binary classification for categorical outcomes (e.g., BBB penetration, CYP inhibition). Dataset: cyp3a4_veith. (1) The drug is FC(F)(F)c1ccccc1-c1cc(NCc2cccs2)ncn1. The result is 0 (non-inhibitor). (2) The compound is COC(=O)N1CCC2(CCCN(c3ccncc3)C2)CC1. The result is 1 (inhibitor). (3) The drug is CCOC(=O)c1nnn(-c2nonc2N)c1-c1ccc(C)cc1. The result is 0 (non-inhibitor). (4) The molecule is O=c1c(-c2ccccc2)c(O)c2cccc3c2n1CCC3. The result is 0 (non-inhibitor). (5) The compound is CN(C)c1nc(NCc2ccccc2)nc(N/N=C/c2ccc(Cl)cc2Cl)n1. The result is 1 (inhibitor). (6) The molecule is CCOc1ccc2nc3cc(N=Nc4ccc(N)nc4N)ccc3c(N)c2c1. The result is 0 (non-inhibitor). (7) The drug is COc1ccc2[nH]cc(CCNc3ncnc4ccc(-c5ccc6c(c5)OCO6)cc34)c2c1. The result is 1 (inhibitor).